Regression. Given two drug SMILES strings and cell line genomic features, predict the synergy score measuring deviation from expected non-interaction effect. From a dataset of NCI-60 drug combinations with 297,098 pairs across 59 cell lines. (1) Drug 1: C1=CN(C(=O)N=C1N)C2C(C(C(O2)CO)O)O.Cl. Drug 2: C1=NC(=NC(=O)N1C2C(C(C(O2)CO)O)O)N. Cell line: T-47D. Synergy scores: CSS=18.0, Synergy_ZIP=-11.2, Synergy_Bliss=-12.3, Synergy_Loewe=-5.97, Synergy_HSA=-7.95. (2) Drug 1: C1=CN(C(=O)N=C1N)C2C(C(C(O2)CO)O)O.Cl. Drug 2: N.N.Cl[Pt+2]Cl. Cell line: OVCAR-5. Synergy scores: CSS=61.1, Synergy_ZIP=-4.88, Synergy_Bliss=-4.00, Synergy_Loewe=0.235, Synergy_HSA=2.01. (3) Drug 1: CN1CCC(CC1)COC2=C(C=C3C(=C2)N=CN=C3NC4=C(C=C(C=C4)Br)F)OC. Cell line: UACC-257. Synergy scores: CSS=3.50, Synergy_ZIP=-0.0703, Synergy_Bliss=2.23, Synergy_Loewe=-0.947, Synergy_HSA=0.956. Drug 2: COCCOC1=C(C=C2C(=C1)C(=NC=N2)NC3=CC=CC(=C3)C#C)OCCOC.Cl. (4) Drug 1: C1=CN(C=N1)CC(O)(P(=O)(O)O)P(=O)(O)O. Synergy scores: CSS=34.2, Synergy_ZIP=1.64, Synergy_Bliss=-1.52, Synergy_Loewe=-26.4, Synergy_HSA=-1.47. Cell line: DU-145. Drug 2: CC1CCCC2(C(O2)CC(NC(=O)CC(C(C(=O)C(C1O)C)(C)C)O)C(=CC3=CSC(=N3)C)C)C.